This data is from NCI-60 drug combinations with 297,098 pairs across 59 cell lines. The task is: Regression. Given two drug SMILES strings and cell line genomic features, predict the synergy score measuring deviation from expected non-interaction effect. (1) Drug 1: CC1CCC2CC(C(=CC=CC=CC(CC(C(=O)C(C(C(=CC(C(=O)CC(OC(=O)C3CCCCN3C(=O)C(=O)C1(O2)O)C(C)CC4CCC(C(C4)OC)O)C)C)O)OC)C)C)C)OC. Drug 2: C1=NC(=NC(=O)N1C2C(C(C(O2)CO)O)O)N. Synergy scores: CSS=15.8, Synergy_ZIP=-2.33, Synergy_Bliss=5.07, Synergy_Loewe=0.456, Synergy_HSA=4.13. Cell line: HS 578T. (2) Drug 1: CC1=C2C(C(=O)C3(C(CC4C(C3C(C(C2(C)C)(CC1OC(=O)C(C(C5=CC=CC=C5)NC(=O)OC(C)(C)C)O)O)OC(=O)C6=CC=CC=C6)(CO4)OC(=O)C)OC)C)OC. Drug 2: CC1=CC=C(C=C1)C2=CC(=NN2C3=CC=C(C=C3)S(=O)(=O)N)C(F)(F)F. Cell line: SR. Synergy scores: CSS=56.5, Synergy_ZIP=10.3, Synergy_Bliss=7.92, Synergy_Loewe=-25.1, Synergy_HSA=9.05. (3) Drug 1: CC1=CC2C(CCC3(C2CCC3(C(=O)C)OC(=O)C)C)C4(C1=CC(=O)CC4)C. Drug 2: C#CCC(CC1=CN=C2C(=N1)C(=NC(=N2)N)N)C3=CC=C(C=C3)C(=O)NC(CCC(=O)O)C(=O)O. Cell line: MDA-MB-435. Synergy scores: CSS=-3.26, Synergy_ZIP=1.34, Synergy_Bliss=-2.67, Synergy_Loewe=-12.4, Synergy_HSA=-7.58. (4) Drug 1: CS(=O)(=O)C1=CC(=C(C=C1)C(=O)NC2=CC(=C(C=C2)Cl)C3=CC=CC=N3)Cl. Drug 2: CC1=C2C(C(=O)C3(C(CC4C(C3C(C(C2(C)C)(CC1OC(=O)C(C(C5=CC=CC=C5)NC(=O)OC(C)(C)C)O)O)OC(=O)C6=CC=CC=C6)(CO4)OC(=O)C)OC)C)OC. Cell line: RPMI-8226. Synergy scores: CSS=68.6, Synergy_ZIP=8.69, Synergy_Bliss=9.97, Synergy_Loewe=-14.6, Synergy_HSA=8.16. (5) Drug 1: C1C(C(OC1N2C=NC(=NC2=O)N)CO)O. Drug 2: CC1C(C(CC(O1)OC2CC(CC3=C2C(=C4C(=C3O)C(=O)C5=CC=CC=C5C4=O)O)(C(=O)C)O)N)O. Cell line: HOP-92. Synergy scores: CSS=48.0, Synergy_ZIP=3.93, Synergy_Bliss=4.26, Synergy_Loewe=-20.2, Synergy_HSA=8.16. (6) Drug 1: C1CC(=O)NC(=O)C1N2CC3=C(C2=O)C=CC=C3N. Drug 2: CC1C(C(CC(O1)OC2CC(CC3=C2C(=C4C(=C3O)C(=O)C5=C(C4=O)C(=CC=C5)OC)O)(C(=O)CO)O)N)O.Cl. Cell line: SF-268. Synergy scores: CSS=42.3, Synergy_ZIP=0.827, Synergy_Bliss=-2.18, Synergy_Loewe=-10.7, Synergy_HSA=-0.662. (7) Drug 1: C1CNP(=O)(OC1)N(CCCl)CCCl. Drug 2: C(CN)CNCCSP(=O)(O)O. Cell line: DU-145. Synergy scores: CSS=6.86, Synergy_ZIP=-3.15, Synergy_Bliss=-2.43, Synergy_Loewe=-5.29, Synergy_HSA=-2.39. (8) Drug 1: CCC1(CC2CC(C3=C(CCN(C2)C1)C4=CC=CC=C4N3)(C5=C(C=C6C(=C5)C78CCN9C7C(C=CC9)(C(C(C8N6C)(C(=O)OC)O)OC(=O)C)CC)OC)C(=O)OC)O.OS(=O)(=O)O. Drug 2: C1C(C(OC1N2C=NC(=NC2=O)N)CO)O. Cell line: M14. Synergy scores: CSS=1.75, Synergy_ZIP=-1.49, Synergy_Bliss=-3.99, Synergy_Loewe=-2.04, Synergy_HSA=-2.78.